Dataset: Experimentally validated miRNA-target interactions with 360,000+ pairs, plus equal number of negative samples. Task: Binary Classification. Given a miRNA mature sequence and a target amino acid sequence, predict their likelihood of interaction. (1) The miRNA is mmu-miR-1194 with sequence GAAUGAGUAACUGCUAGAUCCU. The protein sequence of the target gene is MSVGVSTSAPLSPTSGTSVGMSTFSIMDYVVFVLLLVLSLAIGLYHACRGWGRHTVGELLMADRKMGCLPVALSLLATFQSAVAILGVPSEIYRFGTQYWFLGCCYFLGLLIPAHIFIPVFYRLHLTSAYEYLELRFNKTVRVCGTVTFIFQMVIYMGVVLYAPSLALNAVTGFDLWLSVLALGIVCTVYTALGGLKAVIWTDVFQTLVMFLGQLAVIIVGSAKVGGLGRVWAVASQHGRISGFELDPDPFVRHTFWTLAFGGVFMMLSLYGVNQAQVQRYLSSRTEKAAVLSCYAVFPF.... Result: 0 (no interaction). (2) The miRNA is mmu-miR-142a-3p with sequence UGUAGUGUUUCCUACUUUAUGGA. The protein sequence of the target gene is MDSLATSINQFALELSKKLAESAQGKNIFFSSWSISTSLTIVYLGAKGTTAAQMAQVLQFNRDQGVKCDPESEKKRKMEFNLSNSEEIHSDFQTLISEILKPNDDYLLKTANAIYGEKTYAFHNKYLEDMKTYFGAEPQPVNFVEASDQIRKDINSWVERQTEGKIQNLLPDDSVDSTTRMILVNALYFKGIWEHQFLVQNTTEKPFRINETTSKPVQMMFMKKKLHIFHIEKPKAVGLQLYYKSRDLSLLILLPEDINGLEQLEKAITYEKLNEWTSADMMELYEVQLHLPKFKLEDSY.... Result: 0 (no interaction). (3) The miRNA is mmu-miR-486b-5p with sequence UCCUGUACUGAGCUGCCCCGAG. The protein sequence of the target gene is MQHYGVNGYSLHAMNSLSAMYNLHQQAAQQAQHAPDYRPSVHALTLAERLAGCTFQDIILEARYGSQHRKQRRSRTAFTAQQLEALEKTFQKTHYPDVVMRERLAMCTNLPEARVQVWFKNRRAKFRKKQRSLQKEQLQKQKEAEGSHGEGKAEAPTPDTQLDTEQPPRLPGSDPPAELHLSLSEQSASESAPEDQPDREEDPRAGAEDPKAEKSPGADSKGLGCKRGSPKADSPGSLTITPVAPGGGLLGPSHSYSSSPLSLFRLQEQFRQHMAATNNLVHYSSFEVGGPAPAAAAAAA.... Result: 0 (no interaction). (4) The miRNA is cel-miR-1018 with sequence AGAGAGAUCAUUGGACUUACAG. The protein sequence of the target gene is MSLLAKPMSFETTAITFFIILLICLICILLLLVVFLYKCFQGRKGKETKKVPCTDANGGVDCAAAKVVTSNPEDHERILMQVMNLNVPMRPGILVQRQSKEVLATPLENRRDMEAEEENQINEKQEPENAGETGQEEDDGLQKIHTSVTRTPSVVESQKRPLKGVTFSREVIVVDLGNEYPTPRSYTREHKERK. Result: 0 (no interaction).